This data is from Full USPTO retrosynthesis dataset with 1.9M reactions from patents (1976-2016). The task is: Predict the reactants needed to synthesize the given product. (1) Given the product [CH3:27][C:26]1[CH:25]=[CH:24][C:22]([NH2:23])=[CH:21][C:20]=1[C:18]1[CH:19]=[C:14]([O:10][CH2:9][CH2:8][O:7][CH:2]2[CH2:3][CH2:4][CH2:5][CH2:6][O:1]2)[N:15]=[C:16]([N:28]2[CH2:33][CH2:32][O:31][CH2:30][C@H:29]2[CH3:34])[CH:17]=1, predict the reactants needed to synthesize it. The reactants are: [O:1]1[CH2:6][CH2:5][CH2:4][CH2:3][CH:2]1[O:7][CH2:8][CH2:9][OH:10].[H-].[Na+].F[C:14]1[CH:19]=[C:18]([C:20]2[CH:21]=[C:22]([CH:24]=[CH:25][C:26]=2[CH3:27])[NH2:23])[CH:17]=[C:16]([N:28]2[CH2:33][CH2:32][O:31][CH2:30][C@H:29]2[CH3:34])[N:15]=1. (2) Given the product [CH2:14]([NH:17][C:18]([N:6]1[CH:7]=[C:2]([F:1])[C:3]([N:9]=[CH:10][N:11]([CH3:13])[CH3:12])=[N:4][C:5]1=[O:8])=[O:19])[CH2:15][CH3:16], predict the reactants needed to synthesize it. The reactants are: [F:1][C:2]1[C:3]([N:9]=[CH:10][N:11]([CH3:13])[CH3:12])=[N:4][C:5]([OH:8])=[N:6][CH:7]=1.[CH2:14]([N:17]=[C:18]=[O:19])[CH2:15][CH3:16]. (3) Given the product [Cl:28][C:24]1[CH:23]=[C:22]([C:10]2[N:11]=[C:12]([C:14]([N:16]3[CH2:20][C:19](=[O:21])[NH:18][CH2:17]3)=[O:15])[S:13][C:9]=2[C:4]2[CH:5]=[CH:6][CH:7]=[C:2]([Cl:1])[CH:3]=2)[CH:27]=[C:26]([F:36])[CH:25]=1, predict the reactants needed to synthesize it. The reactants are: [Cl:1][C:2]1[CH:3]=[C:4]([C:9]2[S:13][C:12]([C:14]([N:16]3[CH2:20][C:19](=[O:21])[NH:18][CH2:17]3)=[O:15])=[N:11][C:10]=2[C:22]2[CH:27]=[CH:26][CH:25]=[C:24]([Cl:28])[CH:23]=2)[CH:5]=[CH:6][C:7]=1F.ClC1C=C(C2SC(C(O)=O)=NC=2C2C=CC=C(Cl)C=2)C=CC=1[F:36]. (4) The reactants are: [NH2:1][C:2]1[CH:3]=[C:4]2[C:12](=[CH:13][CH:14]=1)[N:11]([CH2:15][C:16]1[CH:21]=[CH:20][C:19]([F:22])=[CH:18][CH:17]=1)[C:10]1[CH:9]=[C:8]([C:23]3[C:24]([CH3:29])=[N:25][O:26][C:27]=3[CH3:28])[CH:7]=[C:6]([C:30]([NH2:32])=[O:31])[C:5]2=1.[Cl:33][CH2:34][CH2:35][CH2:36][S:37](Cl)(=[O:39])=[O:38]. Given the product [Cl:33][CH2:34][CH2:35][CH2:36][S:37]([NH:1][C:2]1[CH:3]=[C:4]2[C:12](=[CH:13][CH:14]=1)[N:11]([CH2:15][C:16]1[CH:21]=[CH:20][C:19]([F:22])=[CH:18][CH:17]=1)[C:10]1[CH:9]=[C:8]([C:23]3[C:24]([CH3:29])=[N:25][O:26][C:27]=3[CH3:28])[CH:7]=[C:6]([C:30]([NH2:32])=[O:31])[C:5]2=1)(=[O:39])=[O:38], predict the reactants needed to synthesize it. (5) Given the product [C:1]([C:9]1[C:8]([OH:16])=[C:7]([NH2:6])[CH:15]=[CH:14][C:10]=1[C:11]([OH:13])=[O:12])([O:4][C:10]([CH3:14])([CH3:11])[CH3:9])=[O:3], predict the reactants needed to synthesize it. The reactants are: [C:1]([O-:4])([OH:3])=O.[Na+].[NH2:6][C:7]1[CH:15]=[CH:14][C:10]([C:11]([OH:13])=[O:12])=[CH:9][C:8]=1[OH:16]. (6) Given the product [CH3:16][CH2:15][CH:14]([NH:13][CH2:1][C:3]1[CH:12]=[CH:11][C:6]([C:7]([O:9][CH3:10])=[O:8])=[CH:5][CH:4]=1)[CH2:17][CH3:18], predict the reactants needed to synthesize it. The reactants are: [CH:1]([C:3]1[CH:12]=[CH:11][C:6]([C:7]([O:9][CH3:10])=[O:8])=[CH:5][CH:4]=1)=O.[NH2:13][CH:14]([CH2:17][CH3:18])[CH2:15][CH3:16].[BH4-].[Na+]. (7) Given the product [F:25][C:24]([F:26])([F:27])[O:23][C:20]1[CH:19]=[CH:18][C:17]([NH:16][C:15]2[NH:28][C:6]([C:5]3[CH:10]=[CH:11][C:2]([OH:1])=[CH:3][CH:4]=3)=[N:8][N:9]=2)=[CH:22][CH:21]=1, predict the reactants needed to synthesize it. The reactants are: [OH:1][C:2]1[CH:11]=[CH:10][C:5]([C:6]([NH:8][NH2:9])=O)=[CH:4][CH:3]=1.I.CS[C:15](=[NH:28])[NH:16][C:17]1[CH:22]=[CH:21][C:20]([O:23][C:24]([F:27])([F:26])[F:25])=[CH:19][CH:18]=1. (8) Given the product [Br:29][C:30]1[CH:31]=[CH:32][C:33]2[O:37][C:36]3[C:38](=[O:40])[NH:39][C:42]([C@@H:44]4[CH2:48][C@H:47]([F:49])[CH2:46][N:45]4[C:50]([O:52][C:53]([CH3:56])([CH3:55])[CH3:54])=[O:51])=[N:41][C:35]=3[C:34]=2[CH:57]=1, predict the reactants needed to synthesize it. The reactants are: BrC1C=CC2OC3C(=O)NC(C4CCN(C(OC(C)(C)C)=O)CC4)=NC=3C=2C=1.[Br:29][C:30]1[CH:31]=[CH:32][C:33]2[O:37][C:36]([C:38](=[O:40])[NH2:39])=[C:35]([NH:41][C:42]([C@@H:44]3[CH2:48][C@H:47]([F:49])[CH2:46][N:45]3[C:50]([O:52][C:53]([CH3:56])([CH3:55])[CH3:54])=[O:51])=O)[C:34]=2[CH:57]=1.BrC1C=CC2OC(C(=O)N)=C(NC(C3CCN(C(OC(C)(C)C)=O)CC3)=O)C=2C=1. (9) Given the product [CH3:22][C:17]1[CH:18]=[C:19]([CH3:21])[CH:20]=[C:15]([CH3:14])[C:16]=1[S:23]([O-:26])(=[O:25])=[O:24].[CH2:1]([C:8]1[CH:13]=[CH:12][N:11]([NH3+:27])[CH2:10][CH:9]=1)[C:2]1[CH:3]=[CH:4][CH:5]=[CH:6][CH:7]=1, predict the reactants needed to synthesize it. The reactants are: [CH2:1]([C:8]1[CH:13]=[CH:12][N:11]=[CH:10][CH:9]=1)[C:2]1[CH:7]=[CH:6][CH:5]=[CH:4][CH:3]=1.[CH3:14][C:15]1[CH:20]=[C:19]([CH3:21])[CH:18]=[C:17]([CH3:22])[C:16]=1[S:23]([O:26][NH2:27])(=[O:25])=[O:24].